From a dataset of NCI-60 drug combinations with 297,098 pairs across 59 cell lines. Regression. Given two drug SMILES strings and cell line genomic features, predict the synergy score measuring deviation from expected non-interaction effect. (1) Drug 1: COC1=CC(=CC(=C1O)OC)C2C3C(COC3=O)C(C4=CC5=C(C=C24)OCO5)OC6C(C(C7C(O6)COC(O7)C8=CC=CS8)O)O. Drug 2: CS(=O)(=O)OCCCCOS(=O)(=O)C. Cell line: OVCAR-4. Synergy scores: CSS=12.7, Synergy_ZIP=-0.317, Synergy_Bliss=6.10, Synergy_Loewe=4.31, Synergy_HSA=6.13. (2) Drug 1: CC1OCC2C(O1)C(C(C(O2)OC3C4COC(=O)C4C(C5=CC6=C(C=C35)OCO6)C7=CC(=C(C(=C7)OC)O)OC)O)O. Drug 2: COC1=NC(=NC2=C1N=CN2C3C(C(C(O3)CO)O)O)N. Cell line: HCT116. Synergy scores: CSS=51.6, Synergy_ZIP=-0.166, Synergy_Bliss=0.445, Synergy_Loewe=-41.3, Synergy_HSA=-0.703. (3) Drug 1: CCCCCOC(=O)NC1=NC(=O)N(C=C1F)C2C(C(C(O2)C)O)O. Synergy scores: CSS=6.10, Synergy_ZIP=-0.187, Synergy_Bliss=-1.54, Synergy_Loewe=-18.2, Synergy_HSA=-6.96. Drug 2: CC12CCC3C(C1CCC2OP(=O)(O)O)CCC4=C3C=CC(=C4)OC(=O)N(CCCl)CCCl.[Na+]. Cell line: HCT116. (4) Drug 1: CC1C(C(CC(O1)OC2CC(CC3=C2C(=C4C(=C3O)C(=O)C5=C(C4=O)C(=CC=C5)OC)O)(C(=O)CO)O)N)O.Cl. Drug 2: CC1=C(N=C(N=C1N)C(CC(=O)N)NCC(C(=O)N)N)C(=O)NC(C(C2=CN=CN2)OC3C(C(C(C(O3)CO)O)O)OC4C(C(C(C(O4)CO)O)OC(=O)N)O)C(=O)NC(C)C(C(C)C(=O)NC(C(C)O)C(=O)NCCC5=NC(=CS5)C6=NC(=CS6)C(=O)NCCC[S+](C)C)O. Cell line: NCI-H226. Synergy scores: CSS=-10.4, Synergy_ZIP=7.96, Synergy_Bliss=5.23, Synergy_Loewe=1.73, Synergy_HSA=-5.52. (5) Drug 1: C1=CC(=CC=C1CCCC(=O)O)N(CCCl)CCCl. Drug 2: C1=CN(C=N1)CC(O)(P(=O)(O)O)P(=O)(O)O. Cell line: UACC-257. Synergy scores: CSS=-4.34, Synergy_ZIP=-3.57, Synergy_Bliss=-10.2, Synergy_Loewe=-10.8, Synergy_HSA=-10.1. (6) Drug 2: C1=NNC2=C1C(=O)NC=N2. Synergy scores: CSS=7.99, Synergy_ZIP=2.31, Synergy_Bliss=6.12, Synergy_Loewe=5.13, Synergy_HSA=3.82. Drug 1: CCN(CC)CCNC(=O)C1=C(NC(=C1C)C=C2C3=C(C=CC(=C3)F)NC2=O)C. Cell line: SK-OV-3. (7) Drug 1: C1=CC(=C2C(=C1NCCNCCO)C(=O)C3=C(C=CC(=C3C2=O)O)O)NCCNCCO. Drug 2: CCC1(CC2CC(C3=C(CCN(C2)C1)C4=CC=CC=C4N3)(C5=C(C=C6C(=C5)C78CCN9C7C(C=CC9)(C(C(C8N6C=O)(C(=O)OC)O)OC(=O)C)CC)OC)C(=O)OC)O.OS(=O)(=O)O. Cell line: SNB-19. Synergy scores: CSS=49.1, Synergy_ZIP=-1.48, Synergy_Bliss=0.959, Synergy_Loewe=3.42, Synergy_HSA=4.95.